This data is from Forward reaction prediction with 1.9M reactions from USPTO patents (1976-2016). The task is: Predict the product of the given reaction. (1) The product is: [F:1][C:2]1[CH:3]=[CH:4][C:5]([CH:8]2[C:12](=[O:13])[O:11][C:10](=[O:14])[N:9]2[C:16]([O:18][CH2:19][C:20]2[CH:25]=[CH:24][CH:23]=[CH:22][CH:21]=2)=[O:17])=[CH:6][CH:7]=1. Given the reactants [F:1][C:2]1[CH:7]=[CH:6][C:5]([CH:8]2[C:12](=[O:13])[O:11][C:10](=[O:14])[NH:9]2)=[CH:4][CH:3]=1.Cl[C:16]([O:18][CH2:19][C:20]1[CH:25]=[CH:24][CH:23]=[CH:22][CH:21]=1)=[O:17].CN1CCOCC1, predict the reaction product. (2) Given the reactants [NH:1]=[C:2]([C:10]1[N:11]=[CH:12][N:13]2[C:18](=[O:19])[N:17]([CH3:20])[N:16]=[N:15][C:14]=12)[S:3][CH2:4][C:5](=O)[C:6]([OH:8])=O.ClC(OCC(C)C)=O.C(N(CC)CC)C.[CH:36]1([NH2:39])[CH2:38][CH2:37]1, predict the reaction product. The product is: [CH:36]1([NH:39][C:6]([C:5]2[N:1]=[C:2]([C:10]3[N:11]=[CH:12][N:13]4[C:18](=[O:19])[N:17]([CH3:20])[N:16]=[N:15][C:14]=34)[S:3][CH:4]=2)=[O:8])[CH2:38][CH2:37]1. (3) Given the reactants [NH2:1][C@H:2]1[CH2:7][CH2:6][C@H:5]([NH:8][C:9]([C:11]2[C:15]3[N:16]=[CH:17][N:18]=[C:19]([C:20]4[CH:25]=[C:24]([CH3:26])[CH:23]=[CH:22][C:21]=4[O:27][CH2:28][CH:29]4[CH2:31][CH2:30]4)[C:14]=3[NH:13][CH:12]=2)=[O:10])[CH2:4][CH2:3]1.[CH3:32][O:33][CH2:34][C:35](Cl)=[O:36], predict the reaction product. The product is: [CH3:32][O:33][CH2:34][C:35]([NH:1][C@H:2]1[CH2:7][CH2:6][C@H:5]([NH:8][C:9]([C:11]2[C:15]3[N:16]=[CH:17][N:18]=[C:19]([C:20]4[CH:25]=[C:24]([CH3:26])[CH:23]=[CH:22][C:21]=4[O:27][CH2:28][CH:29]4[CH2:30][CH2:31]4)[C:14]=3[NH:13][CH:12]=2)=[O:10])[CH2:4][CH2:3]1)=[O:36].